This data is from Forward reaction prediction with 1.9M reactions from USPTO patents (1976-2016). The task is: Predict the product of the given reaction. (1) The product is: [CH2:11]([NH:13][C:2]1[C:7]([N+:8]([O-:10])=[O:9])=[CH:6][CH:5]=[CH:4][N:3]=1)[CH3:12]. Given the reactants Cl[C:2]1[C:7]([N+:8]([O-:10])=[O:9])=[CH:6][CH:5]=[CH:4][N:3]=1.[CH2:11]([NH2:13])[CH3:12].O, predict the reaction product. (2) The product is: [Cl:1][C:2]1[CH:3]=[C:4]2[C:9](=[CH:10][CH:11]=1)[C:8](=[O:12])[NH:7][CH:6]=[CH:5]2. Given the reactants [Cl:1][C:2]1[CH:3]=[C:4]2[C:9](=[CH:10][CH:11]=1)[C:8](=[O:12])[NH:7][CH2:6][CH2:5]2.C(C1C(=O)C(Cl)=C(Cl)C(=O)C=1C#N)#N, predict the reaction product.